This data is from M1 muscarinic receptor antagonist screen with 61,756 compounds. The task is: Binary Classification. Given a drug SMILES string, predict its activity (active/inactive) in a high-throughput screening assay against a specified biological target. (1) The drug is P(=O)(CCN1CCN(CC1)C)(c1ccccc1)c1ccccc1. The result is 0 (inactive). (2) The compound is Clc1ccc(C2(O)CCN(S(=O)(=O)c3ccc(OC)cc3)CC2)cc1. The result is 1 (active). (3) The compound is Clc1cc(N2CCN(CC2)c2oc(nc2C#N)Cc2ccccc2)ccc1. The result is 0 (inactive). (4) The molecule is O(Cc1ccccc1)C(=O)c1nnn(c1C)c1nonc1N. The result is 0 (inactive). (5) The molecule is O=C1N(CCC1)Cc1n(ncn1)c1ccccc1. The result is 0 (inactive). (6) The drug is s1c2c(nc1Nc1sc(c(n1)C)C(OCC)=O)c(OC)ccc2. The result is 0 (inactive).